This data is from Full USPTO retrosynthesis dataset with 1.9M reactions from patents (1976-2016). The task is: Predict the reactants needed to synthesize the given product. (1) Given the product [CH2:1]([O:8][C:9]([N:11]1[CH:15]([C:16](=[O:18])[NH:59][C:60]2[S:61][CH:62]=[C:63]([C:65]3[CH:66]=[CH:67][C:68]([C:69](=[O:70])[NH:71][CH:72]4[CH2:74][CH2:73]4)=[CH:75][CH:76]=3)[N:64]=2)[CH2:14][S:13][C@@H:12]1[C:19]1[CH:20]=[CH:21][C:22]([F:25])=[CH:23][CH:24]=1)=[O:10])[C:2]1[CH:7]=[CH:6][CH:5]=[CH:4][CH:3]=1, predict the reactants needed to synthesize it. The reactants are: [CH2:1]([O:8][C:9]([N:11]1[CH:15]([C:16]([OH:18])=O)[CH2:14][S:13][C@@H:12]1[C:19]1[CH:24]=[CH:23][C:22]([F:25])=[CH:21][CH:20]=1)=[O:10])[C:2]1[CH:7]=[CH:6][CH:5]=[CH:4][CH:3]=1.CCN(C(C)C)C(C)C.CN(C(ON1N=NC2C=CC=NC1=2)=[N+](C)C)C.F[P-](F)(F)(F)(F)F.[NH2:59][C:60]1[S:61][CH:62]=[C:63]([C:65]2[CH:76]=[CH:75][C:68]([C:69]([NH:71][CH:72]3[CH2:74][CH2:73]3)=[O:70])=[CH:67][CH:66]=2)[N:64]=1. (2) The reactants are: [CH3:1][C:2]1([CH3:9])[O:6][CH:5]([CH2:7][OH:8])[CH2:4][O:3]1.[H-].[Na+].Cl[C:13]1[CH:18]=[C:17]([CH3:19])[N:16]=[C:15]([NH2:20])[N:14]=1.O. Given the product [CH3:1][C:2]1([CH3:9])[O:6][CH:5]([CH2:7][O:8][C:13]2[CH:18]=[C:17]([CH3:19])[N:16]=[C:15]([NH2:20])[N:14]=2)[CH2:4][O:3]1, predict the reactants needed to synthesize it. (3) Given the product [OH:5][CH2:6][C:7]1[CH:12]=[CH:11][CH:10]=[CH:9][C:8]=1[N:13]([CH3:14])[S:15]([CH3:18])(=[O:17])=[O:16], predict the reactants needed to synthesize it. The reactants are: [BH4-].[Li+].C([O:5][C:6](=O)[C:7]1[CH:12]=[CH:11][CH:10]=[CH:9][C:8]=1[N:13]([S:15]([CH3:18])(=[O:17])=[O:16])[CH3:14])C.[Cl-].[NH4+].S([O-])([O-])(=O)=O.[Na+].[Na+]. (4) Given the product [Cl:1][C:2]1[CH:3]=[C:4]([S:16]([N:19]([CH2:35][C:36]([O:38][C:39]([CH3:40])([CH3:42])[CH3:41])=[O:37])[C:20]2[CH:32]=[CH:31][C:23]3[N:24]([CH2:33][CH3:34])[C:25]4[C:26]([C:22]=3[CH:21]=2)=[CH:27][CH:28]=[CH:29][CH:30]=4)(=[O:17])=[O:18])[CH:5]=[C:6]([C:48]#[C:47][Si:44]([CH3:46])([CH3:45])[CH3:43])[CH:7]=1, predict the reactants needed to synthesize it. The reactants are: [Cl:1][C:2]1[CH:3]=[C:4]([S:16]([N:19]([CH2:35][C:36]([O:38][C:39]([CH3:42])([CH3:41])[CH3:40])=[O:37])[C:20]2[CH:21]=[CH:22][C:23]3[N:24]([CH2:33][CH3:34])[C:25]4[C:30]([C:31]=3[CH:32]=2)=[CH:29][CH:28]=[CH:27][CH:26]=4)(=[O:18])=[O:17])[CH:5]=[C:6](OS(C(F)(F)F)(=O)=O)[CH:7]=1.[CH3:43][Si:44]([C:47]#[CH:48])([CH3:46])[CH3:45].C(=O)([O-])[O-].[K+].[K+].C(OCC)(=O)C. (5) Given the product [CH:2]1([CH2:1][O:3][NH:4][C:5]([C:7]2[N:8]=[CH:9][C:10]3[N:11]([CH:22]=[N:23][CH:24]=3)[C:12]=2[NH:13][C:14]2[CH:19]=[CH:18][C:17]([I:20])=[CH:16][C:15]=2[F:21])=[O:6])[CH2:27][CH2:26]1, predict the reactants needed to synthesize it. The reactants are: [CH2:1]([O:3][NH:4][C:5]([C:7]1[N:8]=[CH:9][C:10]2[N:11]([CH:22]=[N:23][CH:24]=2)[C:12]=1[NH:13][C:14]1[CH:19]=[CH:18][C:17]([I:20])=[CH:16][C:15]=1[F:21])=[O:6])[CH3:2].Cl.[CH:26]1(CON)C[CH2:27]1. (6) Given the product [CH2:12]([O:14][C:15]1[CH:21]=[CH:20][C:18]([NH:19][C:2]2[N:7]=[C:6]([NH:19][C:18]3[CH:20]=[CH:21][C:15]([O:14][CH2:12][CH3:13])=[CH:16][CH:17]=3)[C:5]([N+:9]([O-:11])=[O:10])=[CH:4][N:3]=2)=[CH:17][CH:16]=1)[CH3:13], predict the reactants needed to synthesize it. The reactants are: Cl[C:2]1[N:7]=[C:6](Cl)[C:5]([N+:9]([O-:11])=[O:10])=[CH:4][N:3]=1.[CH2:12]([O:14][C:15]1[CH:21]=[CH:20][C:18]([NH2:19])=[CH:17][CH:16]=1)[CH3:13]. (7) Given the product [N+:14]([C:11]1[CH:10]=[CH:9][C:8]([CH2:7][C@H:6]([OH:5])[CH3:17])=[CH:13][CH:12]=1)([O-:16])=[O:15], predict the reactants needed to synthesize it. The reactants are: C([O:5][C@H:6]([CH3:17])[CH2:7][C:8]1[CH:13]=[CH:12][C:11]([N+:14]([O-:16])=[O:15])=[CH:10][CH:9]=1)(=O)CC.[OH-].[Na+].O. (8) Given the product [F:23][C:22]1[C:16]2[O:15][CH2:14][CH:13]([CH2:12][NH:29][CH2:28][CH2:27][O:26][CH3:25])[O:18][C:17]=2[CH:19]=[C:20]([F:24])[CH:21]=1, predict the reactants needed to synthesize it. The reactants are: CC1C=CC(S(O[CH2:12][CH:13]2[O:18][C:17]3[CH:19]=[C:20]([F:24])[CH:21]=[C:22]([F:23])[C:16]=3[O:15][CH2:14]2)(=O)=O)=CC=1.[CH3:25][O:26][CH2:27][CH2:28][NH2:29]. (9) Given the product [Cl:1][C:2]1[C:3]2[N:4]([C:15](=[O:18])[N:16]([CH2:20][C:21]3[CH:26]=[N:25][C:24]([C:27]([F:30])([F:28])[F:29])=[CH:23][CH:22]=3)[N:17]=2)[N:5]=[CH:6][C:7]=1[C:8]1[CH:9]=[CH:10][C:11]([CH3:14])=[CH:12][CH:13]=1, predict the reactants needed to synthesize it. The reactants are: [Cl:1][C:2]1[C:3]2[N:4]([C:15](=[O:18])[NH:16][N:17]=2)[N:5]=[CH:6][C:7]=1[C:8]1[CH:13]=[CH:12][C:11]([CH3:14])=[CH:10][CH:9]=1.Cl[CH2:20][C:21]1[CH:22]=[CH:23][C:24]([C:27]([F:30])([F:29])[F:28])=[N:25][CH:26]=1.C([O-])([O-])=O.[K+].[K+]. (10) Given the product [CH3:5][C:4]1([OH:7])[CH2:13][CH:12]2[CH2:17][CH:6]1[CH:10]1[CH:11]2[CH2:16][CH2:8][CH2:9]1, predict the reactants needed to synthesize it. The reactants are: C[Mg]Br.[CH:4]([OH:7])([CH3:6])[CH3:5].[CH2:8]1[CH:16]2[CH:11]([CH:12]3[CH2:17]C2C[C:13]3=O)[CH2:10][CH2:9]1.C(O)(=O)C.